Dataset: Reaction yield outcomes from USPTO patents with 853,638 reactions. Task: Predict the reaction yield, written as a fraction of the theoretical maximum amount of product (1.0 means a 100% yield; for example, 0.34 means a 34% yield). (1) The reactants are [NH2:1][C:2]1[CH:3]=[C:4]([OH:8])[CH:5]=[CH:6][CH:7]=1.Br[C:10]1[CH:15]=[CH:14][C:13]([C:16]([F:19])([F:18])[F:17])=[CH:12][CH:11]=1.C(=O)([O-])[O-].[Cs+].[Cs+]. The catalyst is CC(N(C)C)=O.O. The product is [F:17][C:16]([F:19])([F:18])[C:13]1[CH:14]=[CH:15][C:10]([O:8][C:4]2[CH:3]=[C:2]([CH:7]=[CH:6][CH:5]=2)[NH2:1])=[CH:11][CH:12]=1. The yield is 0.590. (2) The reactants are [C:1]([O:5][C:6]([N:8]1[C:16]2[C:11](=[CH:12][CH:13]=[C:14]([CH:17]=O)[CH:15]=2)[CH:10]=[C:9]1[C:19]1[CH:24]=[C:23]([C:25]2[CH:30]=[CH:29][N:28]=[CH:27][CH:26]=2)[N:22]=[N:21][C:20]=1[O:31][CH3:32])=[O:7])([CH3:4])([CH3:3])[CH3:2].[NH:33]1[CH2:38][CH2:37][CH2:36][CH2:35][CH2:34]1.C(O[BH-](OC(=O)C)OC(=O)C)(=O)C.[Na+].C([O-])(O)=O.[Na+].C(=O)=O. The catalyst is ClC(Cl)C.ClCCl.C(O)(=O)C. The product is [C:1]([O:5][C:6]([N:8]1[C:16]2[C:11](=[CH:12][CH:13]=[C:14]([CH2:17][N:33]3[CH2:38][CH2:37][CH2:36][CH2:35][CH2:34]3)[CH:15]=2)[CH:10]=[C:9]1[C:19]1[CH:24]=[C:23]([C:25]2[CH:30]=[CH:29][N:28]=[CH:27][CH:26]=2)[N:22]=[N:21][C:20]=1[O:31][CH3:32])=[O:7])([CH3:4])([CH3:2])[CH3:3]. The yield is 0.830.